This data is from Reaction yield outcomes from USPTO patents with 853,638 reactions. The task is: Predict the reaction yield, written as a fraction of the theoretical maximum amount of product (1.0 means a 100% yield; for example, 0.34 means a 34% yield). (1) The yield is 0.990. The catalyst is C1COCC1.O. The product is [C:1]12([C@@H:6]([CH3:18])[C:7]([OH:8])=[O:19])[CH2:2][CH:3]([CH2:4]1)[CH2:5]2. The reactants are [C:1]12([C@@H:6]([CH3:18])[C:7](N3[C@H](C(C)C)COC3=O)=[O:8])[CH2:5][CH:3]([CH2:4]1)[CH2:2]2.[OH:19]O.O[Li].O. (2) The reactants are [Cl:1][C:2]1[CH:3]=[C:4]([C:9](=[C:23]2[CH2:29][CH2:28][CH2:27][CH2:26][CH2:25][CH2:24]2)[C:10]2[CH:15]=[CH:14][C:13](/[CH:16]=[CH:17]/[C:18]([O:20]CC)=[O:19])=[CH:12][CH:11]=2)[CH:5]=[CH:6][C:7]=1[OH:8].[OH-].[Na+].Cl. The catalyst is CCO.C1COCC1. The product is [Cl:1][C:2]1[CH:3]=[C:4]([C:9](=[C:23]2[CH2:29][CH2:28][CH2:27][CH2:26][CH2:25][CH2:24]2)[C:10]2[CH:15]=[CH:14][C:13](/[CH:16]=[CH:17]/[C:18]([OH:20])=[O:19])=[CH:12][CH:11]=2)[CH:5]=[CH:6][C:7]=1[OH:8]. The yield is 0.820. (3) The reactants are C([O:5][C:6](=[O:28])[CH2:7][N:8]([C:11]([O:13][CH2:14][CH:15]1[C:27]2[C:22](=[CH:23][CH:24]=[CH:25][CH:26]=2)[C:21]2[C:16]1=[CH:17][CH:18]=[CH:19][CH:20]=2)=[O:12])[NH:9][CH3:10])(C)(C)C. The catalyst is Cl. The product is [C:11]([N:8]([CH2:7][C:6]([OH:28])=[O:5])[NH:9][CH3:10])([O:13][CH2:14][CH:15]1[C:27]2[C:22](=[CH:23][CH:24]=[CH:25][CH:26]=2)[C:21]2[C:16]1=[CH:17][CH:18]=[CH:19][CH:20]=2)=[O:12]. The yield is 0.720. (4) The reactants are [NH2:1][C:2]1[CH:7]=[CH:6][C:5]([F:8])=[CH:4][C:3]=1[NH:9][C:10]1[C:18]2[O:17][CH2:16][C@@H:15]([N:19]([C:34](=[O:39])[C:35]([F:38])([F:37])[F:36])[C:20]3[CH:33]=[CH:32][C:23]4[C@H:24]([CH2:27][C:28]([O:30][CH3:31])=[O:29])[CH2:25][O:26][C:22]=4[CH:21]=3)[C:14]=2[CH:13]=[CH:12][CH:11]=1.[O:40]1[CH2:45][CH2:44][CH:43]([C:46](O)=O)[CH2:42][CH2:41]1.Cl.CN(C)CCCN=C=NCC.O.ON1C2C=CC=CC=2N=N1.C(=O)([O-])O.[Na+]. The catalyst is O1CCCC1. The product is [F:8][C:5]1[CH:6]=[CH:7][C:2]2[N:1]=[C:46]([CH:43]3[CH2:44][CH2:45][O:40][CH2:41][CH2:42]3)[N:9]([C:10]3[C:18]4[O:17][CH2:16][C@@H:15]([N:19]([C:34](=[O:39])[C:35]([F:37])([F:38])[F:36])[C:20]5[CH:33]=[CH:32][C:23]6[C@H:24]([CH2:27][C:28]([O:30][CH3:31])=[O:29])[CH2:25][O:26][C:22]=6[CH:21]=5)[C:14]=4[CH:13]=[CH:12][CH:11]=3)[C:3]=2[CH:4]=1. The yield is 0.600. (5) The reactants are [Cl:1][C:2]1[N:3]=[C:4]([C:9]([NH:11][C@H:12]2[CH2:17][CH2:16][N:15]([C:18]3[S:19][C:20]([C:24]([O:26]CC)=[O:25])=[C:21]([CH3:23])[N:22]=3)[CH2:14][C@H:13]2[O:29][CH2:30][C:31]([F:34])([F:33])[CH3:32])=[O:10])[NH:5][C:6]=1[CH2:7][CH3:8].[OH-].[Li+]. The catalyst is CO. The product is [Cl:1][C:2]1[N:3]=[C:4]([C:9]([NH:11][C@H:12]2[CH2:17][CH2:16][N:15]([C:18]3[S:19][C:20]([C:24]([OH:26])=[O:25])=[C:21]([CH3:23])[N:22]=3)[CH2:14][C@H:13]2[O:29][CH2:30][C:31]([F:34])([F:33])[CH3:32])=[O:10])[NH:5][C:6]=1[CH2:7][CH3:8]. The yield is 0.740. (6) The reactants are Cl[C:2]1[N:7]=[CH:6][C:5]([C:8]([O:10][CH3:11])=[O:9])=[CH:4][N:3]=1.C(N(CC)CC)C.[CH3:19][N:20]1[CH2:25][CH2:24][NH:23][CH2:22][CH2:21]1. The catalyst is CC(O)C. The product is [CH3:19][N:20]1[CH2:25][CH2:24][N:23]([C:2]2[N:7]=[CH:6][C:5]([C:8]([O:10][CH3:11])=[O:9])=[CH:4][N:3]=2)[CH2:22][CH2:21]1. The yield is 0.343. (7) The reactants are F[C:2]1[N:7]2[CH:8]=[C:9]([CH2:11][OH:12])[N:10]=[C:6]2[CH:5]=[CH:4][CH:3]=1.[CH3:13][N:14]1[CH2:19][CH2:18][NH:17][CH2:16][CH2:15]1. The catalyst is [Cl-].[Na+].O. The product is [CH3:13][N:14]1[CH2:19][CH2:18][N:17]([C:2]2[N:7]3[CH:8]=[C:9]([CH2:11][OH:12])[N:10]=[C:6]3[CH:5]=[CH:4][CH:3]=2)[CH2:16][CH2:15]1. The yield is 0.900. (8) The reactants are [F:1][C:2]1[CH:3]=[C:4]([CH:10]2[CH2:14][CH2:13][CH2:12][C:11]2=[O:15])[CH:5]=[C:6]([F:9])[C:7]=1[F:8].[C:16](Cl)([N:18]=[C:19]=[O:20])=[O:17]. The catalyst is C(OCC)(=O)C. The product is [F:1][C:2]1[CH:3]=[C:4]([CH:10]2[C:11]3[O:15][C:19](=[O:20])[NH:18][C:16](=[O:17])[C:12]=3[CH2:13][CH2:14]2)[CH:5]=[C:6]([F:9])[C:7]=1[F:8]. The yield is 0.464.